Dataset: Catalyst prediction with 721,799 reactions and 888 catalyst types from USPTO. Task: Predict which catalyst facilitates the given reaction. (1) Reactant: [CH3:1][S:2]([C:5]1[CH:10]=[CH:9][C:8](Br)=[CH:7][CH:6]=1)(=[O:4])=[O:3].[OH:12][C:13]1[CH:18]=[CH:17][C:16](B(O)O)=[CH:15][CH:14]=1.C([O-])([O-])=O.[Na+].[Na+]. Product: [CH3:1][S:2]([C:5]1[CH:10]=[CH:9][C:8]([C:16]2[CH:17]=[CH:18][C:13]([OH:12])=[CH:14][CH:15]=2)=[CH:7][CH:6]=1)(=[O:4])=[O:3]. The catalyst class is: 104. (2) The catalyst class is: 26. Reactant: [CH3:1][O:2][C:3]([C:5]1[S:17][C:8]2[C:9]3[CH:10]=[CH:11][CH:12]=[C:13]([NH2:16])[C:14]=3[S:15][C:7]=2[C:6]=1[O:18][CH2:19][C:20]([O:22][CH2:23][CH3:24])=[O:21])=[O:4].[C:25]1(=O)[CH2:30][CH2:29][CH2:28][CH2:27][CH2:26]1.CC(O)=O. Product: [CH3:1][O:2][C:3]([C:5]1[S:17][C:8]2[C:9]3[CH:10]=[CH:11][CH:12]=[C:13]([NH:16][CH:25]4[CH2:30][CH2:29][CH2:28][CH2:27][CH2:26]4)[C:14]=3[S:15][C:7]=2[C:6]=1[O:18][CH2:19][C:20]([O:22][CH2:23][CH3:24])=[O:21])=[O:4]. (3) Reactant: [CH2:1]([C@@H:4]1[CH2:8][N:7]([C:9]([O:11][C:12]([CH3:15])(C)C)=[O:10])[C@H:6]([C:16]([OH:18])=[O:17])[CH2:5]1)[CH:2]=[CH2:3].C(O)(C(F)(F)F)=O.C(ON1C(=O)CCC1=O)(OCC1[C:42]2[C:37](=[CH:38][CH:39]=[CH:40][CH:41]=2)[C:36]2[C:31]1=[CH:32][CH:33]=[CH:34][CH:35]=2)=O.Cl. Product: [CH:41]1[C:42]2[CH:15]([CH2:12][O:11][C:9]([N:7]3[CH2:8][C@@H:4]([CH2:1][CH:2]=[CH2:3])[CH2:5][C@H:6]3[C:16]([OH:18])=[O:17])=[O:10])[C:31]3[C:36](=[CH:35][CH:34]=[CH:33][CH:32]=3)[C:37]=2[CH:38]=[CH:39][CH:40]=1. The catalyst class is: 168. (4) Reactant: Cl[C:2]1[CH:7]=[C:6]([C:8]2[C:16]3[C:11](=[N:12][CH:13]=[CH:14][CH:15]=3)[N:10](S(C3C=CC=CC=3)(=O)=O)[CH:9]=2)[CH:5]=[C:4]([Cl:26])[N:3]=1.[C:27]([NH2:33])(=[O:32])[CH2:28][CH2:29][CH2:30][CH3:31].C(=O)([O-])[O-].[Cs+].[Cs+].CC1(C)C2C(=C(P(C3C=CC=CC=3)C3C=CC=CC=3)C=CC=2)OC2C(P(C3C=CC=CC=3)C3C=CC=CC=3)=CC=CC1=2.[OH-].[Na+]. Product: [Cl:26][C:4]1[N:3]=[C:2]([NH:33][C:27](=[O:32])[CH2:28][CH2:29][CH2:30][CH3:31])[CH:7]=[C:6]([C:8]2[C:16]3[C:11](=[N:12][CH:13]=[CH:14][CH:15]=3)[NH:10][CH:9]=2)[CH:5]=1. The catalyst class is: 167. (5) Reactant: F[C:2]1[N:7]=[C:6]2[NH:8]N=[C:10]([C:11](O)=O)[C:5]2=[CH:4][CH:3]=1.C(Cl)(=O)[C:15](Cl)=[O:16].[NH2:20][CH2:21][C:22]([C:25]1[CH:30]=[CH:29][C:28]([NH:31][C:32](=[O:43])[C:33]2[CH:38]=[CH:37][C:36]([O:39][CH3:40])=[C:35]([O:41][CH3:42])[CH:34]=2)=[CH:27][CH:26]=1)([CH3:24])[CH3:23]. Product: [CH3:42][O:41][C:35]1[CH:34]=[C:33]([CH:38]=[CH:37][C:36]=1[O:39][CH3:40])[C:32]([NH:31][C:28]1[CH:27]=[CH:26][C:25]([C:22]([CH3:24])([CH3:23])[CH2:21][NH:20][C:15]([C:3]2[CH:4]=[C:5]3[CH:10]=[CH:11][NH:8][C:6]3=[N:7][CH:2]=2)=[O:16])=[CH:30][CH:29]=1)=[O:43]. The catalyst class is: 2. (6) Reactant: [Cl:1][C:2]1[N:10]=[C:9]2[C:5]([N:6]=[CH:7][N:8]2[CH2:11][CH2:12][CH3:13])=[C:4](Cl)[N:3]=1.[CH2:15]([NH2:22])[C:16]1[CH:21]=[CH:20][CH:19]=[CH:18][CH:17]=1.C(N(CC)CC)C. Product: [CH2:15]([NH:22][C:4]1[N:3]=[C:2]([Cl:1])[N:10]=[C:9]2[C:5]=1[N:6]=[CH:7][N:8]2[CH2:11][CH2:12][CH3:13])[C:16]1[CH:21]=[CH:20][CH:19]=[CH:18][CH:17]=1. The catalyst class is: 114. (7) Reactant: [Cl:1][C:2]1[CH:3]=[C:4]([CH:8]([OH:29])[CH2:9][NH:10][CH2:11][CH2:12][NH:13][C:14]2[CH:15]=[C:16]([C:20]3[CH:25]=[CH:24][CH:23]=[C:22]([C:26]([OH:28])=[O:27])[CH:21]=3)[CH:17]=[CH:18][CH:19]=2)[CH:5]=[CH:6][CH:7]=1.O.[OH-].[Li+].COC(C1C=C(C2C=CC=C(NCCNC[C@@H](C3C=CC=C(Cl)C=3)O)C=2)C=CC=1)=O.Cl. Product: [Cl:1][C:2]1[CH:3]=[C:4]([C@@H:8]([OH:29])[CH2:9][NH:10][CH2:11][CH2:12][NH:13][C:14]2[CH:15]=[C:16]([C:20]3[CH:25]=[CH:24][CH:23]=[C:22]([C:26]([OH:28])=[O:27])[CH:21]=3)[CH:17]=[CH:18][CH:19]=2)[CH:5]=[CH:6][CH:7]=1. The catalyst class is: 97.